This data is from Retrosynthesis with 50K atom-mapped reactions and 10 reaction types from USPTO. The task is: Predict the reactants needed to synthesize the given product. (1) The reactants are: COC(=O)c1ccc(CN2CCCCC2)cc1C. Given the product Cc1cc(CN2CCCCC2)ccc1C(=O)O, predict the reactants needed to synthesize it. (2) Given the product Nc1ccc(CN2C(=O)[C@H]3CCC[C@H]3Nc3ccccc32)cc1, predict the reactants needed to synthesize it. The reactants are: O=C1[C@H]2CCC[C@H]2Nc2ccccc2N1Cc1ccc([N+](=O)[O-])cc1.